From a dataset of Forward reaction prediction with 1.9M reactions from USPTO patents (1976-2016). Predict the product of the given reaction. (1) Given the reactants [OH:1][C:2]1([C:5]([OH:7])=O)[CH2:4][CH2:3]1.CCN(C(C)C)C(C)C.CN(C(ON1N=NC2C=CC=NC1=2)=[N+](C)C)C.F[P-](F)(F)(F)(F)F.[CH3:41][N:42]1[C:51]2[C:46](=[CH:47][N:48]=[C:49]([CH3:52])[CH:50]=2)[CH:45]=[C:44]([C:53]2[CH:54]=[C:55]([NH:60]/[C:61](/[NH2:64])=[N:62]/O)[CH:56]=[CH:57][C:58]=2[CH3:59])[C:43]1=[O:65], predict the reaction product. The product is: [OH:1][C:2]1([C:5]2[O:7][N:62]=[C:61]([NH:60][C:55]3[CH:56]=[CH:57][C:58]([CH3:59])=[C:53]([C:44]4[C:43](=[O:65])[N:42]([CH3:41])[C:51]5[C:46]([CH:45]=4)=[CH:47][N:48]=[C:49]([CH3:52])[CH:50]=5)[CH:54]=3)[N:64]=2)[CH2:4][CH2:3]1. (2) The product is: [Br:3][C:4]1[C:5]([N:24]([CH3:29])[S:25]([CH3:28])(=[O:26])=[O:27])=[CH:6][C:7]2[O:11][C:10]([C:12]3[CH:13]=[CH:14][C:15]([F:18])=[CH:16][CH:17]=3)=[C:9]([C:19]([O:21][CH3:22])=[O:20])[C:8]=2[CH:23]=1. Given the reactants CI.[Br:3][C:4]1[C:5]([NH:24][S:25]([CH3:28])(=[O:27])=[O:26])=[CH:6][C:7]2[O:11][C:10]([C:12]3[CH:17]=[CH:16][C:15]([F:18])=[CH:14][CH:13]=3)=[C:9]([C:19]([O:21][CH3:22])=[O:20])[C:8]=2[CH:23]=1.[C:29]([O-])([O-])=O.[K+].[K+], predict the reaction product. (3) The product is: [CH2:1]([O:3][C:4]([C:6]1[N:7]([C:16]2[CH:17]=[CH:18][C:19]([CH2:22][NH:23][C:37]([C:34]3([NH:33][C:31]([C:29]4[O:28][N:27]=[C:26]([O:25][CH3:24])[CH:30]=4)=[O:32])[CH2:35][CH2:36]3)=[O:38])=[CH:20][CH:21]=2)[C:8]2[C:13]([C:14]=1[Cl:15])=[CH:12][CH:11]=[CH:10][CH:9]=2)=[O:5])[CH3:2]. Given the reactants [CH2:1]([O:3][C:4]([C:6]1[N:7]([C:16]2[CH:21]=[CH:20][C:19]([CH2:22][NH2:23])=[CH:18][CH:17]=2)[C:8]2[C:13]([C:14]=1[Cl:15])=[CH:12][CH:11]=[CH:10][CH:9]=2)=[O:5])[CH3:2].[CH3:24][O:25][C:26]1[CH:30]=[C:29]([C:31]([NH:33][C:34]2([C:37](O)=[O:38])[CH2:36][CH2:35]2)=[O:32])[O:28][N:27]=1.C(Cl)CCl.C(N(CC)CC)C, predict the reaction product. (4) Given the reactants [NH2:1][C:2]1[CH:7]=[CH:6][CH:5]=[C:4]([NH2:8])[N:3]=1.F[C:10]1[CH:15]=[CH:14][C:13]([N+:16]([O-:18])=[O:17])=[CH:12][N:11]=1, predict the reaction product. The product is: [N+:16]([C:13]1[CH:14]=[CH:15][C:10]([NH:1][C:2]2[CH:7]=[CH:6][CH:5]=[C:4]([NH2:8])[N:3]=2)=[N:11][CH:12]=1)([O-:18])=[O:17]. (5) Given the reactants CCOCC.[H-].[Al+3].[Li+].[H-].[H-].[H-].[N:12]1[CH:17]=[CH:16][C:15]([CH:18]([CH3:23])[CH2:19][C:20]([NH2:22])=O)=[CH:14][CH:13]=1.[OH-].[Na+], predict the reaction product. The product is: [N:12]1[CH:17]=[CH:16][C:15]([CH:18]([CH3:23])[CH2:19][CH2:20][NH2:22])=[CH:14][CH:13]=1. (6) Given the reactants Br[C:2]1[CH:15]=[CH:14][C:5]([O:6][Si:7]([C:10]([CH3:13])([CH3:12])[CH3:11])([CH3:9])[CH3:8])=[CH:4][CH:3]=1.[Si](OC1C=CC(N)=CC=1)(C(C)(C)C)(C)C.[NH2:31][C:32]1[N:36]([CH3:37])[N:35]=[C:34]([C:38]#[N:39])[CH:33]=1, predict the reaction product. The product is: [Si:7]([O:6][C:5]1[CH:14]=[CH:15][C:2]([NH:31][C:32]2[N:36]([CH3:37])[N:35]=[C:34]([C:38]#[N:39])[CH:33]=2)=[CH:3][CH:4]=1)([C:10]([CH3:13])([CH3:12])[CH3:11])([CH3:9])[CH3:8]. (7) Given the reactants [CH:1]1([O:7][C:8]2[CH:15]=[CH:14][CH:13]=[C:12]([N+:16]([O-])=O)[C:9]=2[C:10]#[N:11])[CH2:6][CH2:5][CH2:4][CH2:3][CH2:2]1.CCOC(C)=O, predict the reaction product. The product is: [NH2:16][C:12]1[CH:13]=[CH:14][CH:15]=[C:8]([O:7][CH:1]2[CH2:2][CH2:3][CH2:4][CH2:5][CH2:6]2)[C:9]=1[C:10]#[N:11]. (8) Given the reactants [CH3:1][O:2][C:3]1[CH:4]=[C:5]2[C:10](=[CH:11][CH:12]=1)[O:9][CH:8]([C:13]1[CH:18]=[CH:17][CH:16]=[CH:15][CH:14]=1)[C:7]([CH2:19][NH2:20])=[CH:6]2.[C:21](OC(=O)C)(=[O:23])[CH3:22].Cl, predict the reaction product. The product is: [CH3:1][O:2][C:3]1[CH:4]=[C:5]2[C:10](=[CH:11][CH:12]=1)[O:9][CH:8]([C:13]1[CH:18]=[CH:17][CH:16]=[CH:15][CH:14]=1)[C:7]([CH2:19][NH:20][C:21](=[O:23])[CH3:22])=[CH:6]2. (9) The product is: [Cl:1][C:2]1[C:3]2[C:12]([C:13]#[N:15])=[CH:11][N:10]([CH2:16][O:17][CH2:18][CH2:19][Si:20]([CH3:21])([CH3:23])[CH3:22])[C:4]=2[N:5]=[C:6]([S:8][CH3:9])[N:7]=1. Given the reactants [Cl:1][C:2]1[C:3]2[C:12]([C:13]([NH2:15])=O)=[CH:11][N:10]([CH2:16][O:17][CH2:18][CH2:19][Si:20]([CH3:23])([CH3:22])[CH3:21])[C:4]=2[N:5]=[C:6]([S:8][CH3:9])[N:7]=1.CCN(CC)CC.C(OC(C(F)(F)F)=O)(C(F)(F)F)=O, predict the reaction product. (10) Given the reactants [N:1]1([C:11]([O:13][C:14]([CH3:17])([CH3:16])[CH3:15])=[O:12])[CH2:6][CH:5]=[CH:4][CH2:3][C@H:2]1[C:7](OC)=[O:8].[BH4-].[Li+], predict the reaction product. The product is: [OH:8][CH2:7][C@@H:2]1[CH2:3][CH:4]=[CH:5][CH2:6][N:1]1[C:11]([O:13][C:14]([CH3:17])([CH3:16])[CH3:15])=[O:12].